This data is from Full USPTO retrosynthesis dataset with 1.9M reactions from patents (1976-2016). The task is: Predict the reactants needed to synthesize the given product. (1) Given the product [NH2:31][C:32]1[CH:33]=[C:11]([CH:12]=[CH:38][CH:39]=1)[CH2:10][NH:13][C:14]([C:16]1[S:17][CH:18]=[CH:19][C:20]=1[NH:21][C:22]1[CH:27]=[CH:26][N:25]=[C:24]2[NH:28][CH:29]=[CH:30][C:23]=12)=[O:15], predict the reactants needed to synthesize it. The reactants are: C(OC(N1[CH2:12][CH2:11][CH:10]([NH:13][C:14]([C:16]2[S:17][CH:18]=[CH:19][C:20]=2[NH:21][C:22]2[CH:27]=[CH:26][N:25]=[C:24]3[NH:28][CH:29]=[CH:30][C:23]=23)=[O:15])C1)=O)(C)(C)C.[NH2:31][C:32]1[CH:33]=C(C=[CH:38][CH:39]=1)CN. (2) Given the product [O:3]=[C:1]1[C:4]2[C:5](=[CH:8][CH:9]=[CH:10][CH:11]=2)[CH:6]([P:18]([C:12]2[CH:17]=[CH:16][CH:15]=[CH:14][CH:13]=2)(=[O:19])[OH:20])[O:7]1, predict the reactants needed to synthesize it. The reactants are: [C:1]([C:4]1[CH:11]=[CH:10][CH:9]=[CH:8][C:5]=1[CH:6]=[O:7])([OH:3])=O.[C:12]1([PH:18](=[O:20])[OH:19])[CH:17]=[CH:16][CH:15]=[CH:14][CH:13]=1. (3) Given the product [O:13]1[C@H:17]2[CH2:16][C@@H:15]([CH2:14][O:13][CH3:17])[CH2:14][CH2:15][C@@H:16]12, predict the reactants needed to synthesize it. The reactants are: C[Si]([N-][Si](C)(C)C)(C)C.[K+].CI.[O:13]1[CH2:17][CH2:16][CH2:15][CH2:14]1. (4) Given the product [C:12]([N:9]1[CH2:10][CH2:11][CH:6]([CH2:4][OH:3])[CH2:7][CH2:8]1)([O:14][C:15]([CH3:18])([CH3:17])[CH3:16])=[O:13], predict the reactants needed to synthesize it. The reactants are: C([O:3][C:4]([CH:6]1[CH2:11][CH2:10][N:9]([C:12]([O:14][C:15]([CH3:18])([CH3:17])[CH3:16])=[O:13])[CH2:8][CH2:7]1)=O)C.N1(C(C)CO)CCOCC1. (5) The reactants are: C[O:2][C:3](=O)[CH2:4][C:5](=O)[CH3:6].[F:9][C:10]([F:26])([F:25])[C:11]1[CH:12]=[C:13]([C:21](=O)[CH2:22]Br)[CH:14]=[C:15]([C:17]([F:20])([F:19])[F:18])[CH:16]=1.[CH:27]1([CH2:30][NH2:31])[CH2:29][CH2:28]1.[CH:32]1([NH2:38])[CH2:37][CH2:36][CH2:35][CH2:34][CH2:33]1. Given the product [CH:32]1([NH:38][C:3]([C:4]2[CH:22]=[C:21]([C:13]3[CH:12]=[C:11]([C:10]([F:26])([F:25])[F:9])[CH:16]=[C:15]([C:17]([F:20])([F:19])[F:18])[CH:14]=3)[N:31]([CH2:30][CH:27]3[CH2:29][CH2:28]3)[C:5]=2[CH3:6])=[O:2])[CH2:37][CH2:36][CH2:35][CH2:34][CH2:33]1, predict the reactants needed to synthesize it. (6) Given the product [CH2:1]([O:3][C:4](=[O:11])[CH2:5][C:6]1[N:7]=[N:8][N:9]([C:26]([CH3:28])([CH3:27])[CH3:25])[N:10]=1)[CH3:2], predict the reactants needed to synthesize it. The reactants are: [CH2:1]([O:3][C:4](=[O:11])[CH2:5][C:6]1[N:7]=[N:8][NH:9][N:10]=1)[CH3:2].S(=O)(=O)(O)O.C(OCC)(=O)C.[OH-].[Na+].[CH3:25][C:26](O)([CH3:28])[CH3:27].